Task: Predict the reactants needed to synthesize the given product.. Dataset: Full USPTO retrosynthesis dataset with 1.9M reactions from patents (1976-2016) (1) Given the product [I:1][C:2]1[CH:3]=[C:4]2[C:9](=[CH:10][CH:11]=1)[O:8][CH2:7][CH2:6][C:5]2=[O:12], predict the reactants needed to synthesize it. The reactants are: [I:1][C:2]1[CH:3]=[C:4]2[C:9](=[CH:10][CH:11]=1)[O:8][CH2:7][CH2:6][CH:5]2[OH:12].C1C=C[NH+]=CC=1.[O-][Cr](Cl)(=O)=O. (2) The reactants are: [CH3:1][O:2][C:3]([CH:5]1[CH2:9][CH2:8][N:7]([C:10]([O:12][C:13]([CH3:16])([CH3:15])[CH3:14])=[O:11])[CH2:6]1)=[O:4].[Li+].[CH3:18][CH:19]([N-]C(C)C)[CH3:20].C(Br)C#C. Given the product [CH3:1][O:2][C:3]([C:5]1([CH2:20][C:19]#[CH:18])[CH2:9][CH2:8][N:7]([C:10]([O:12][C:13]([CH3:16])([CH3:15])[CH3:14])=[O:11])[CH2:6]1)=[O:4], predict the reactants needed to synthesize it. (3) Given the product [Cl:1][C:2]1[CH:3]=[C:4]([CH:16]=[CH:17][C:18]=1[Cl:19])[CH2:5][NH:6][C:7]1[CH:8]=[CH:9][C:10]2[N:11]([C:13]([I:20])=[CH:14][N:15]=2)[N:12]=1, predict the reactants needed to synthesize it. The reactants are: [Cl:1][C:2]1[CH:3]=[C:4]([CH:16]=[CH:17][C:18]=1[Cl:19])[CH2:5][NH:6][C:7]1[CH:8]=[CH:9][C:10]2[N:11]([CH:13]=[CH:14][N:15]=2)[N:12]=1.[I:20]N1C(=O)CCC1=O. (4) Given the product [Br:1][C:2]1[CH:7]=[CH:6][C:5]([CH2:8][C:16]2[CH:17]=[CH:18][C:13]([C:11]#[N:12])=[CH:14][CH:15]=2)=[CH:4][C:3]=1[CH3:10], predict the reactants needed to synthesize it. The reactants are: [Br:1][C:2]1[CH:7]=[CH:6][C:5]([CH2:8]Br)=[CH:4][C:3]=1[CH3:10].[C:11]([C:13]1[CH:18]=[CH:17][C:16](B(O)O)=[CH:15][CH:14]=1)#[N:12].C(O[K])(C)=O.O. (5) Given the product [CH2:1]([C:3]1[S:4][C:5]([C:15]2([OH:18])[CH2:16][CH2:17][C:12]3([O:11][CH2:10][CH2:9][O:8]3)[CH2:13][CH2:14]2)=[CH:6][N:7]=1)[CH3:2], predict the reactants needed to synthesize it. The reactants are: [CH2:1]([C:3]1[S:4][CH:5]=[CH:6][N:7]=1)[CH3:2].[O:8]1[C:12]2([CH2:17][CH2:16][C:15](=[O:18])[CH2:14][CH2:13]2)[O:11][CH2:10][CH2:9]1.